Predict which catalyst facilitates the given reaction. From a dataset of Catalyst prediction with 721,799 reactions and 888 catalyst types from USPTO. (1) Reactant: Br[CH2:2][C:3]#[N:4].C(N(C(C)C)C(C)C)C.[C:14]([O:18][C:19]([N:21]([CH3:33])[C@@H:22]([CH2:26][S:27][S:28][C:29]([CH3:32])([CH3:31])[CH3:30])[C:23]([OH:25])=[O:24])=[O:20])([CH3:17])([CH3:16])[CH3:15].[Cl-].[NH4+]. Product: [C:14]([O:18][C:19]([N:21]([CH3:33])[C@@H:22]([CH2:26][S:27][S:28][C:29]([CH3:32])([CH3:31])[CH3:30])[C:23]([O:25][CH2:2][C:3]#[N:4])=[O:24])=[O:20])([CH3:17])([CH3:16])[CH3:15]. The catalyst class is: 9. (2) Reactant: Cl[Si:2]([CH3:13])([CH3:12])[CH:3]1[C:7]([CH3:8])=[C:6]([CH3:9])[C:5]([CH3:10])=[C:4]1[CH3:11].[C:14]([NH-:18])([CH3:17])([CH3:16])[CH3:15].[Li+]. Product: [C:14]([NH:18][Si:2]([CH:3]1[C:7]([CH3:8])=[C:6]([CH3:9])[C:5]([CH3:10])=[C:4]1[CH3:11])([CH3:13])[CH3:12])([CH3:17])([CH3:16])[CH3:15]. The catalyst class is: 7.